Dataset: Peptide-MHC class II binding affinity with 134,281 pairs from IEDB. Task: Regression. Given a peptide amino acid sequence and an MHC pseudo amino acid sequence, predict their binding affinity value. This is MHC class II binding data. (1) The peptide sequence is KPLLIIAEDVEGEY. The MHC is DRB3_0101 with pseudo-sequence DRB3_0101. The binding affinity (normalized) is 0.415. (2) The peptide sequence is INEPTFAAIAYGLDR. The MHC is HLA-DQA10401-DQB10402 with pseudo-sequence HLA-DQA10401-DQB10402. The binding affinity (normalized) is 0.550. (3) The peptide sequence is ERLAVMGDTAWDFSS. The MHC is HLA-DQA10201-DQB10402 with pseudo-sequence HLA-DQA10201-DQB10402. The binding affinity (normalized) is 0.281. (4) The peptide sequence is CQFLKVEKSQLLNEF. The MHC is DRB1_0701 with pseudo-sequence DRB1_0701. The binding affinity (normalized) is 0.672.